Task: Predict the reactants needed to synthesize the given product.. Dataset: Full USPTO retrosynthesis dataset with 1.9M reactions from patents (1976-2016) (1) Given the product [CH3:1][O:2][C:3]1[CH:4]=[C:5]([C:11]2[C:22](=[O:23])[N:21]([CH2:25][CH2:26][C:27]3[N:32]=[C:31]([NH:33][C:34](=[O:40])[O:35][C:36]([CH3:39])([CH3:38])[CH3:37])[CH:30]=[CH:29][CH:28]=3)[C:14]3[N:15]=[C:16]([S:19][CH3:20])[N:17]=[CH:18][C:13]=3[CH:12]=2)[CH:6]=[C:7]([O:9][CH3:10])[CH:8]=1, predict the reactants needed to synthesize it. The reactants are: [CH3:1][O:2][C:3]1[CH:4]=[C:5]([C:11]2[C:22](=[O:23])[NH:21][C:14]3[N:15]=[C:16]([S:19][CH3:20])[N:17]=[CH:18][C:13]=3[CH:12]=2)[CH:6]=[C:7]([O:9][CH3:10])[CH:8]=1.I[CH2:25][CH2:26][C:27]1[N:32]=[C:31]([NH:33][C:34](=[O:40])[O:35][C:36]([CH3:39])([CH3:38])[CH3:37])[CH:30]=[CH:29][CH:28]=1.C([O-])([O-])=O.[K+].[K+].O. (2) Given the product [C:1]([O:12][CH2:13][CH2:14][CH2:15][CH2:16][CH2:17][CH2:18][CH2:19][CH2:20][CH2:21][CH3:22])(=[O:11])[C:2]1[CH:10]=[C:8]([OH:9])[C:6]([OH:7])=[C:4]([OH:5])[CH:3]=1, predict the reactants needed to synthesize it. The reactants are: [C:1]([OH:12])(=[O:11])[C:2]1[CH:10]=[C:8]([OH:9])[C:6]([OH:7])=[C:4]([OH:5])[CH:3]=1.[CH2:13](O)[CH2:14][CH2:15][CH2:16][CH2:17][CH2:18][CH2:19][CH2:20][CH2:21][CH3:22].C1(C)C=CC(S(O)(=O)=O)=CC=1. (3) Given the product [CH2:1]([C:6]1[CH:7]=[CH:8][C:9]([NH:12][C:16](=[O:19])[CH3:17])=[CH:10][CH:11]=1)[C:2]([CH3:5])([CH3:4])[CH3:3], predict the reactants needed to synthesize it. The reactants are: [CH2:1]([C:6]1[CH:11]=[CH:10][CH:9]=[CH:8][CH:7]=1)[C:2]([CH3:5])([CH3:4])[CH3:3].[N+:12]([O-])(O)=O.[C:16]([O:19]C(=O)C)(=O)[CH3:17]. (4) Given the product [NH:13]1[C:14]2[CH:19]=[CH:18][CH:17]=[CH:16][C:15]=2[N:11]=[C:12]1[CH:8]([NH:9][C:10]([NH:33][C@H:30]1[CH2:31][CH2:32][C@H:27]([O:26][CH3:25])[CH2:28][CH2:29]1)=[O:20])[CH2:7][C:6]1[CH:21]=[CH:22][C:3]([O:2][CH3:1])=[CH:4][CH:5]=1, predict the reactants needed to synthesize it. The reactants are: [CH3:1][O:2][C:3]1[CH:22]=[CH:21][C:6]([CH2:7][CH:8]2[C:12]3=[N:13][C:14]4[CH:19]=[CH:18][CH:17]=[CH:16][C:15]=4[N:11]3[C:10](=[O:20])[NH:9]2)=[CH:5][CH:4]=1.Cl.Cl.[CH3:25][O:26][C@H:27]1[CH2:32][CH2:31][C@H:30]([NH2:33])[CH2:29][CH2:28]1.C(O)(C(F)(F)F)=O. (5) Given the product [CH2:1]([CH:8]1[CH2:9][CH2:10][N:11]([CH2:14][CH2:15][CH2:16][CH2:17][C:18]([NH:20][NH:21][C:29](=[O:30])[C:28]2[CH:27]=[CH:26][C:25]([N+:22]([O-:24])=[O:23])=[CH:33][CH:32]=2)=[O:19])[CH2:12][CH2:13]1)[C:2]1[CH:7]=[CH:6][CH:5]=[CH:4][CH:3]=1, predict the reactants needed to synthesize it. The reactants are: [CH2:1]([CH:8]1[CH2:13][CH2:12][N:11]([CH2:14][CH2:15][CH2:16][CH2:17][C:18]([NH:20][NH2:21])=[O:19])[CH2:10][CH2:9]1)[C:2]1[CH:7]=[CH:6][CH:5]=[CH:4][CH:3]=1.[N+:22]([C:25]1[CH:33]=[CH:32][C:28]([C:29](Cl)=[O:30])=[CH:27][CH:26]=1)([O-:24])=[O:23]. (6) Given the product [CH3:27][O:26][CH2:25][C:17]1[N:16]([C:13]2[CH:12]=[CH:11][C:10]([O:9][CH2:8][CH2:7][CH2:6][N:1]3[CH2:5][CH2:4][CH2:3][CH2:2]3)=[CH:15][CH:14]=2)[C:24]2[C:19]([CH:18]=1)=[CH:20][CH:21]=[CH:22][CH:23]=2, predict the reactants needed to synthesize it. The reactants are: [N:1]1([CH2:6][CH2:7][CH2:8][O:9][C:10]2[CH:15]=[CH:14][C:13]([N:16]3[C:24]4[C:19](=[CH:20][CH:21]=[CH:22][CH:23]=4)[CH:18]=[C:17]3[CH2:25][OH:26])=[CH:12][CH:11]=2)[CH2:5][CH2:4][CH2:3][CH2:2]1.[CH3:27]O. (7) Given the product [CH3:26][N:27]([CH3:28])[CH2:2][C:3]([NH:5][C:6]1[C:15]2[C:10](=[CH:11][CH:12]=[C:13]([O:16][CH3:17])[CH:14]=2)[CH:9]=[C:8]([C:18]2[CH:23]=[CH:22][N:21]=[C:20]([NH:24][CH3:25])[N:19]=2)[CH:7]=1)=[O:4], predict the reactants needed to synthesize it. The reactants are: Cl[CH2:2][C:3]([NH:5][C:6]1[C:15]2[C:10](=[CH:11][CH:12]=[C:13]([O:16][CH3:17])[CH:14]=2)[CH:9]=[C:8]([C:18]2[CH:23]=[CH:22][N:21]=[C:20]([NH:24][CH3:25])[N:19]=2)[CH:7]=1)=[O:4].[CH3:26][NH:27][CH3:28].